This data is from Full USPTO retrosynthesis dataset with 1.9M reactions from patents (1976-2016). The task is: Predict the reactants needed to synthesize the given product. (1) Given the product [CH3:9][O:8][C:6]([CH:5]1[N:1]2[C:2](=[N:21][NH:20][C:22]2=[O:23])[CH2:3][CH2:4]1)=[O:7], predict the reactants needed to synthesize it. The reactants are: [NH:1]1[C@H:5]([C:6]([O:8][CH3:9])=[O:7])[CH2:4][CH2:3][C:2]1=O.F[B-](F)(F)F.C[O+](C)C.[NH:20]([C:22](OC)=[O:23])[NH2:21]. (2) The reactants are: [N+:1]([C:4]1[CH:5]=[C:6]([C:14]([N:16]2[CH2:21][CH2:20][N:19]([CH3:22])[CH2:18][CH2:17]2)=[O:15])[CH:7]=[C:8]([C:10]([F:13])([F:12])[F:11])[CH:9]=1)([O-])=O. Given the product [NH2:1][C:4]1[CH:5]=[C:6]([C:14]([N:16]2[CH2:21][CH2:20][N:19]([CH3:22])[CH2:18][CH2:17]2)=[O:15])[CH:7]=[C:8]([C:10]([F:11])([F:12])[F:13])[CH:9]=1, predict the reactants needed to synthesize it. (3) Given the product [Br:1][C:2]1[CH:10]=[C:9]2[C:5]([CH:6]=[N:7][N:8]2[CH3:15])=[C:4]([Cl:11])[CH:3]=1, predict the reactants needed to synthesize it. The reactants are: [Br:1][C:2]1[CH:10]=[C:9]2[C:5]([CH:6]=[N:7][NH:8]2)=[C:4]([Cl:11])[CH:3]=1.O.[OH-].[Cs+].[CH3:15]I.O. (4) Given the product [OH:1][CH:2]1[CH2:7][O:6][CH2:5][CH:4]([NH:8][C:9](=[O:18])[O:10][CH2:11][C:12]2[CH:17]=[CH:16][CH:15]=[CH:14][CH:13]=2)[CH2:3]1, predict the reactants needed to synthesize it. The reactants are: [O:1]=[C:2]1[CH2:7][O:6][CH2:5][CH:4]([NH:8][C:9](=[O:18])[O:10][CH2:11][C:12]2[CH:17]=[CH:16][CH:15]=[CH:14][CH:13]=2)[CH2:3]1.O.O.O.O.O.O.O.[Cl-].[Ce+3].[Cl-].[Cl-].[BH4-].[Na+]. (5) Given the product [CH:1]([O:4][C:6]1[CH:7]=[CH:8][N:9]=[C:10]2[C:15]=1[N:14]=[C:13]([CH3:16])[CH:12]=[CH:11]2)([CH3:3])[CH3:2], predict the reactants needed to synthesize it. The reactants are: [CH:1]([OH:4])([CH3:3])[CH3:2].Cl[C:6]1[CH:7]=[CH:8][N:9]=[C:10]2[C:15]=1[N:14]=[C:13]([CH3:16])[CH:12]=[CH:11]2. (6) Given the product [F:1][C:2]1[CH:22]=[C:21]2[C:5]([CH2:6][CH2:7][N:8]=[C:9]2[C:10]2[CH:15]=[CH:14][C:13]([C:16]([F:19])([F:18])[F:17])=[CH:12][CH:11]=2)=[CH:4][CH:3]=1, predict the reactants needed to synthesize it. The reactants are: [F:1][C:2]1[CH:22]=[CH:21][C:5]([CH2:6][CH2:7][NH:8][C:9](=O)[C:10]2[CH:15]=[CH:14][C:13]([C:16]([F:19])([F:18])[F:17])=[CH:12][CH:11]=2)=[CH:4][CH:3]=1.O=P12OP3(OP(OP(O3)(O1)=O)(=O)O2)=O.C(OCC)(=O)C.[OH-].[K+]. (7) Given the product [Cl:1][C:2]1[CH:7]=[CH:6][CH:5]=[C:4]([C:15]2[C:14]([Cl:17])=[CH:13][C:12]([C:18]([F:19])([F:21])[F:20])=[CH:11][C:10]=2[Cl:9])[CH:3]=1, predict the reactants needed to synthesize it. The reactants are: [Cl:1][C:2]1[CH:7]=[CH:6][CH:5]=[C:4](I)[CH:3]=1.[Cl:9][C:10]1[CH:11]=[C:12]([C:18]([F:21])([F:20])[F:19])[CH:13]=[C:14]([Cl:17])[C:15]=1F.O.